Predict the product of the given reaction. From a dataset of Forward reaction prediction with 1.9M reactions from USPTO patents (1976-2016). (1) Given the reactants [NH2:1][C:2]1[N:7]=[C:6]([C:8]2[CH:13]=[CH:12][C:11]([CH2:14][CH2:15][CH2:16][C:17]3[N:21]([CH2:22][CH3:23])[C:20](=[O:24])[N:19]([CH2:25][C:26]4[CH:31]=[CH:30][C:29]([C:32]([CH3:35])([CH3:34])[CH3:33])=[CH:28][CH:27]=4)[N:18]=3)=[CH:10][CH:9]=2)[CH:5]=[CH:4][CH:3]=1.[C:36]1([S:42](Cl)(=[O:44])=[O:43])[CH:41]=[CH:40][CH:39]=[CH:38][CH:37]=1, predict the reaction product. The product is: [C:32]([C:29]1[CH:30]=[CH:31][C:26]([CH2:25][N:19]2[C:20](=[O:24])[N:21]([CH2:22][CH3:23])[C:17]([CH2:16][CH2:15][CH2:14][C:11]3[CH:10]=[CH:9][C:8]([C:6]4[N:7]=[C:2]([NH:1][S:42]([C:36]5[CH:41]=[CH:40][CH:39]=[CH:38][CH:37]=5)(=[O:44])=[O:43])[CH:3]=[CH:4][CH:5]=4)=[CH:13][CH:12]=3)=[N:18]2)=[CH:27][CH:28]=1)([CH3:34])([CH3:33])[CH3:35]. (2) Given the reactants [CH3:1][N:2]([CH3:17])[C:3]1[CH:4]=[C:5]([C:9]([C:11]2[N:15]([CH3:16])[N:14]=[N:13][N:12]=2)=O)[CH:6]=[CH:7][CH:8]=1.Cl.[NH2:19][OH:20], predict the reaction product. The product is: [OH:20][N:19]=[C:9]([C:11]1[N:15]([CH3:16])[N:14]=[N:13][N:12]=1)[C:5]1[CH:4]=[C:3]([CH:8]=[CH:7][CH:6]=1)[N:2]([CH3:17])[CH3:1].